From a dataset of CYP2D6 inhibition data for predicting drug metabolism from PubChem BioAssay. Regression/Classification. Given a drug SMILES string, predict its absorption, distribution, metabolism, or excretion properties. Task type varies by dataset: regression for continuous measurements (e.g., permeability, clearance, half-life) or binary classification for categorical outcomes (e.g., BBB penetration, CYP inhibition). Dataset: cyp2d6_veith. The drug is Cn1cc(-c2nc3cnc(N4CCOCC4)nc3n(CCC#N)c2=O)c2ccccc21. The result is 0 (non-inhibitor).